This data is from Full USPTO retrosynthesis dataset with 1.9M reactions from patents (1976-2016). The task is: Predict the reactants needed to synthesize the given product. (1) The reactants are: [Cl:1][C:2]1[C:11]2[C:6](=[CH:7][C:8]([O:15][CH2:16][CH3:17])=[C:9]([O:12][CH2:13][CH3:14])[CH:10]=2)[N:5]=[C:4]([CH2:18][Cl:19])[N:3]=1.[CH3:20][C:21]1[S:22][CH:23]=[C:24]([C:26]2[CH:27]=[C:28]([NH2:32])[CH:29]=[CH:30][CH:31]=2)[N:25]=1. Given the product [ClH:1].[Cl:19][CH2:18][C:4]1[N:3]=[C:2]([NH:32][C:28]2[CH:29]=[CH:30][CH:31]=[C:26]([C:24]3[N:25]=[C:21]([CH3:20])[S:22][CH:23]=3)[CH:27]=2)[C:11]2[C:6](=[CH:7][C:8]([O:15][CH2:16][CH3:17])=[C:9]([O:12][CH2:13][CH3:14])[CH:10]=2)[N:5]=1, predict the reactants needed to synthesize it. (2) Given the product [Br:1][C:2]1[CH:7]=[CH:6][C:5]2[C:8]3([CH2:18][O:19][C:4]=2[CH:3]=1)[C:16]1[C:11](=[CH:12][CH:13]=[CH:14][CH:15]=1)[N:10]([CH2:37][C@H:38]1[CH2:42][CH2:41][CH2:40][O:39]1)[C:9]3=[O:17], predict the reactants needed to synthesize it. The reactants are: [Br:1][C:2]1[CH:7]=[CH:6][C:5]2[C:8]3([CH2:18][O:19][C:4]=2[CH:3]=1)[C:16]1[C:11](=[CH:12][CH:13]=[CH:14][CH:15]=1)[NH:10][C:9]3=[O:17].C(=O)([O-])[O-].[Cs+].[Cs+].CC1C=CC(S(O[CH2:37][C@H:38]2[CH2:42][CH2:41][CH2:40][O:39]2)(=O)=O)=CC=1. (3) Given the product [C:1]([O:5][C:6]([N:8]1[CH2:16][C:15]2[C:10](=[CH:11][CH:12]=[C:13]([C:27]3[CH:28]=[C:29]([CH3:32])[S:30][CH:31]=3)[CH:14]=2)[CH2:9]1)=[O:7])([CH3:2])([CH3:3])[CH3:4], predict the reactants needed to synthesize it. The reactants are: [C:1]([O:5][C:6]([N:8]1[CH2:16][C:15]2[C:10](=[CH:11][CH:12]=[C:13](B3OC(C)(C)C(C)(C)O3)[CH:14]=2)[CH2:9]1)=[O:7])([CH3:4])([CH3:3])[CH3:2].Br[C:27]1[CH:28]=[C:29]([CH3:32])[S:30][CH:31]=1. (4) The reactants are: [F:1][C:2]1[CH:7]=[C:6]([C:8]([F:11])([F:10])[F:9])[CH:5]=[CH:4][C:3]=1[C:12]1[C:21]2[CH2:20][CH2:19][CH2:18][CH:17]([CH2:22][C:23]([NH:25][CH3:26])=[O:24])[C:16]=2[CH:15]=[N:14][CH:13]=1.[CH2:27](N)C. Given the product [CH2:26]([NH:25][C:23](=[O:24])[CH2:22][CH:17]1[C:16]2[CH:15]=[N:14][CH:13]=[C:12]([C:3]3[CH:4]=[CH:5][C:6]([C:8]([F:9])([F:11])[F:10])=[CH:7][C:2]=3[F:1])[C:21]=2[CH2:20][CH2:19][CH2:18]1)[CH3:27], predict the reactants needed to synthesize it. (5) Given the product [Cl:41][C:40]1[C:35]([N:29]2[CH2:30][CH2:31][C:20]3[C:19]([NH:18][C:15]4[CH:16]=[CH:17][C:12]([C:11]([F:10])([F:32])[F:33])=[CH:13][CH:14]=4)=[N:24][C:23]([CH2:25][O:26][CH3:27])=[N:22][C:21]=3[CH2:28]2)=[N:36][CH:37]=[CH:38][CH:39]=1, predict the reactants needed to synthesize it. The reactants are: C(N(C(C)C)CC)(C)C.[F:10][C:11]([F:33])([F:32])[C:12]1[CH:17]=[CH:16][C:15]([NH:18][C:19]2[C:20]3[CH2:31][CH2:30][NH:29][CH2:28][C:21]=3[N:22]=[C:23]([CH2:25][O:26][CH3:27])[N:24]=2)=[CH:14][CH:13]=1.Cl[C:35]1[C:40]([Cl:41])=[CH:39][CH:38]=[CH:37][N:36]=1. (6) Given the product [CH3:21][N:18]1[C:19]2[C:15](=[CH:14][CH:13]=[C:12]([N:7]3[CH2:6][C:5]4[C:9](=[CH:10][C:2]([C:24]5[CH:23]=[N:22][CH:27]=[CH:26][CH:25]=5)=[CH:3][CH:4]=4)[C:8]3=[O:11])[CH:20]=2)[CH:16]=[CH:17]1, predict the reactants needed to synthesize it. The reactants are: Br[C:2]1[CH:10]=[C:9]2[C:5]([CH2:6][N:7]([C:12]3[CH:20]=[C:19]4[C:15]([CH:16]=[CH:17][N:18]4[CH3:21])=[CH:14][CH:13]=3)[C:8]2=[O:11])=[CH:4][CH:3]=1.[N:22]1[CH:27]=[CH:26][CH:25]=[C:24](B(O)O)[CH:23]=1.C(=O)([O-])[O-].[Cs+].[Cs+].COCCOC.O. (7) Given the product [P:67]([O:14][CH2:13][CH2:12][CH2:11][C@H:10]([N:15]([CH3:28])[C:16]([NH:18][CH2:19][C:20]1[CH:25]=[CH:24][CH:23]=[C:22]([F:26])[C:21]=1[F:27])=[O:17])[CH2:9][O:8][Si:1]([C:4]([CH3:5])([CH3:7])[CH3:6])([CH3:2])[CH3:3])([O:68][C:69]([CH3:70])([CH3:71])[CH3:72])([O:73][C:74]([CH3:75])([CH3:76])[CH3:77])=[O:36], predict the reactants needed to synthesize it. The reactants are: [Si:1]([O:8][CH2:9][C@@H:10]([N:15]([CH3:28])[C:16]([NH:18][CH2:19][C:20]1[CH:25]=[CH:24][CH:23]=[C:22]([F:26])[C:21]=1[F:27])=[O:17])[CH2:11][CH2:12][CH2:13][OH:14])([C:4]([CH3:7])([CH3:6])[CH3:5])([CH3:3])[CH3:2].[Si]([O:36]C(CC(N(C)C(NCC1C=CC=C(F)C=1F)=O)C)C([O-])=O)(C(C)(C)C)(C)C.N1C=NN=N1.C(N(C(C)C)[P:67]([O:73][C:74]([CH3:77])([CH3:76])[CH3:75])[O:68][C:69]([CH3:72])([CH3:71])[CH3:70])(C)C.C1C=C(Cl)C=C(C(OO)=O)C=1. (8) The reactants are: [F:1][C:2]([F:32])([F:31])[C:3]([C:9]1[CH:14]=[CH:13][C:12]([N:15]2[CH2:20][CH2:19][N:18]([C:21]([O:23][C:24]([CH3:27])([CH3:26])[CH3:25])=[O:22])[CH2:17][CH2:16]2)=[C:11](/[CH:28]=[CH:29]\[CH3:30])[CH:10]=1)([OH:8])[C:4]([F:7])([F:6])[F:5].[H-].[Na+].[CH2:35](Br)[C:36]1[CH:41]=[CH:40][CH:39]=[CH:38][CH:37]=1.O. Given the product [CH2:35]([O:8][C:3]([C:9]1[CH:14]=[CH:13][C:12]([N:15]2[CH2:16][CH2:17][N:18]([C:21]([O:23][C:24]([CH3:26])([CH3:25])[CH3:27])=[O:22])[CH2:19][CH2:20]2)=[C:11](/[CH:28]=[CH:29]\[CH3:30])[CH:10]=1)([C:4]([F:7])([F:6])[F:5])[C:2]([F:1])([F:31])[F:32])[C:36]1[CH:41]=[CH:40][CH:39]=[CH:38][CH:37]=1, predict the reactants needed to synthesize it. (9) Given the product [CH2:33]([O:32][P:31]1(=[O:47])[CH:30]=[C:29]([C:26]2[CH:25]=[CH:24][C:23]([Cl:22])=[CH:28][CH:27]=2)[CH:37]=[C:36]([CH2:38][CH2:39][CH2:40][C:41]2[CH:42]=[CH:43][CH:44]=[CH:45][CH:46]=2)[O:35]1)[CH3:34], predict the reactants needed to synthesize it. The reactants are: CC(P(C(C)(C)C)C1C(C2C=CC=CC=2)=CC=CC=1)(C)C.[Cl:22][C:23]1[CH:28]=[CH:27][C:26]([C:29]#[C:30][P:31](=[O:47])([O:35][C:36]([CH2:38][CH2:39][CH2:40][C:41]2[CH:46]=[CH:45][CH:44]=[CH:43][CH:42]=2)=[CH2:37])[O:32][CH2:33][CH3:34])=[CH:25][CH:24]=1.